Dataset: Reaction yield outcomes from USPTO patents with 853,638 reactions. Task: Predict the reaction yield, written as a fraction of the theoretical maximum amount of product (1.0 means a 100% yield; for example, 0.34 means a 34% yield). (1) The product is [CH3:13][N:11]([CH3:12])[CH2:10][CH2:9][O:8][C:7]1[CH:14]=[C:3]([O:2][CH3:1])[CH:4]=[CH:5][C:6]=1[NH2:15]. The yield is 0.900. The reactants are [CH3:1][O:2][C:3]1[CH:4]=[CH:5][C:6]([N+:15]([O-])=O)=[C:7]([CH:14]=1)[O:8][CH2:9][CH2:10][N:11]([CH3:13])[CH3:12].[H][H]. The catalyst is C(OCC)(=O)C.[Pd]. (2) The reactants are [CH2:1]([S:3][CH2:4][CH2:5][O:6][C:7]1[CH:12]=[C:11]([CH3:13])[C:10]([C:14]2[CH:19]=[CH:18][CH:17]=[C:16]([CH2:20][O:21][C:22]3[CH:34]=[CH:33][C:25]4[C@H:26]([CH2:29][C:30]([OH:32])=[O:31])[CH2:27][O:28][C:24]=4[CH:23]=3)[CH:15]=2)=[C:9]([CH3:35])[CH:8]=1)[CH3:2].S(O[O-])([O-])(=O)=[O:37].[K+].[K+].[OH2:44]. The catalyst is CO. The product is [CH2:1]([S:3]([CH2:4][CH2:5][O:6][C:7]1[CH:8]=[C:9]([CH3:35])[C:10]([C:14]2[CH:19]=[CH:18][CH:17]=[C:16]([CH2:20][O:21][C:22]3[CH:34]=[CH:33][C:25]4[C@H:26]([CH2:29][C:30]([OH:32])=[O:31])[CH2:27][O:28][C:24]=4[CH:23]=3)[CH:15]=2)=[C:11]([CH3:13])[CH:12]=1)(=[O:37])=[O:44])[CH3:2]. The yield is 0.730. (3) The reactants are Br[CH2:2][CH2:3][N:4]1[C:8]([CH2:9]Br)=[CH:7][C:6]([N+:11]([O-:13])=[O:12])=[N:5]1.[CH3:14][NH2:15]. The catalyst is C1COCC1. The product is [CH3:14][N:15]1[CH2:2][CH2:3][N:4]2[N:5]=[C:6]([N+:11]([O-:13])=[O:12])[CH:7]=[C:8]2[CH2:9]1. The yield is 0.970. (4) The reactants are [CH3:1][C:2]1[CH:7]=[CH:6][C:5]([S:8]([O:11][C:12]2[CH:17]=[CH:16][C:15]([CH2:18][CH2:19][CH3:20])=[CH:14][C:13]=2[OH:21])(=[O:10])=[O:9])=[CH:4][CH:3]=1.C([O-])([O-])=O.[K+].[K+].[Na+].[I-].[CH2:30](Br)[C:31]1[CH:36]=[CH:35][CH:34]=[CH:33][CH:32]=1. The catalyst is CC(C)=O. The product is [CH3:1][C:2]1[CH:7]=[CH:6][C:5]([S:8]([O:11][C:12]2[CH:17]=[CH:16][C:15]([CH2:18][CH2:19][CH3:20])=[CH:14][C:13]=2[O:21][CH2:30][C:31]2[CH:36]=[CH:35][CH:34]=[CH:33][CH:32]=2)(=[O:10])=[O:9])=[CH:4][CH:3]=1. The yield is 0.640. (5) The reactants are [Br:1][C:2]1[C:3]([OH:10])=[C:4]([C:7]([OH:9])=O)[S:5][CH:6]=1.[F:11][C:12]([F:25])([F:24])[C:13]1[CH:14]=[C:15]([CH:17]=[C:18]([C:20]([F:23])([F:22])[F:21])[CH:19]=1)[NH2:16]. No catalyst specified. The product is [Br:1][C:2]1[C:3]([OH:10])=[C:4]([C:7]([NH:16][C:15]2[CH:17]=[C:18]([C:20]([F:21])([F:22])[F:23])[CH:19]=[C:13]([C:12]([F:11])([F:24])[F:25])[CH:14]=2)=[O:9])[S:5][CH:6]=1. The yield is 0.824. (6) The reactants are [Br:1][C:2]1[C:3]([O:8][CH:9]2[CH2:12][CH:11]([NH:13]C(=O)OC(C)(C)C)[CH2:10]2)=[N:4][CH:5]=[CH:6][CH:7]=1.[ClH:21]. The catalyst is CO. The product is [ClH:21].[Br:1][C:2]1[C:3]([O:8][CH:9]2[CH2:10][CH:11]([NH2:13])[CH2:12]2)=[N:4][CH:5]=[CH:6][CH:7]=1. The yield is 0.950.